From a dataset of Peptide-MHC class I binding affinity with 185,985 pairs from IEDB/IMGT. Regression. Given a peptide amino acid sequence and an MHC pseudo amino acid sequence, predict their binding affinity value. This is MHC class I binding data. (1) The peptide sequence is FKAALSSLA. The MHC is HLA-A02:01 with pseudo-sequence HLA-A02:01. The binding affinity (normalized) is 0. (2) The peptide sequence is RGPSCGSAKEL. The MHC is Mamu-A01 with pseudo-sequence Mamu-A01. The binding affinity (normalized) is 0.349. (3) The binding affinity (normalized) is 0.213. The peptide sequence is VSFIEFVGW. The MHC is HLA-B39:01 with pseudo-sequence HLA-B39:01. (4) The peptide sequence is LSLRNPILV. The MHC is H-2-Db with pseudo-sequence H-2-Db. The binding affinity (normalized) is 0.864. (5) The peptide sequence is KQFYIFNTH. The MHC is HLA-A25:01 with pseudo-sequence HLA-A25:01. The binding affinity (normalized) is 0.0847. (6) The peptide sequence is VMVTILLCCM. The MHC is HLA-A02:02 with pseudo-sequence HLA-A02:02. The binding affinity (normalized) is 0.155. (7) The peptide sequence is ARAARAAAL. The MHC is HLA-A03:01 with pseudo-sequence HLA-A03:01. The binding affinity (normalized) is 0. (8) The peptide sequence is SPRIKFLDL. The MHC is HLA-B07:02 with pseudo-sequence HLA-B07:02. The binding affinity (normalized) is 0.788.